This data is from Full USPTO retrosynthesis dataset with 1.9M reactions from patents (1976-2016). The task is: Predict the reactants needed to synthesize the given product. (1) Given the product [C:15]1([S:21]([N:24]2[CH2:29][CH2:28][CH2:27][CH:26]([CH2:30][N:31]3[C:32](=[O:37])[C:33]4[C:34](=[C:3]([OH:4])[C:5]5[N:6]=[CH:7][CH:8]=[N:9][C:10]=5[C:11]=4[OH:13])[C:35]3=[O:36])[CH2:25]2)(=[O:23])=[O:22])[CH:16]=[CH:17][CH:18]=[CH:19][CH:20]=1, predict the reactants needed to synthesize it. The reactants are: CO[C:3]([C:5]1[C:10]([C:11]([O:13]C)=O)=[N:9][CH:8]=[CH:7][N:6]=1)=[O:4].[C:15]1([S:21]([N:24]2[CH2:29][CH2:28][CH2:27][CH:26]([CH2:30][N:31]3[C:35](=[O:36])[CH2:34][CH2:33][C:32]3=[O:37])[CH2:25]2)(=[O:23])=[O:22])[CH:20]=[CH:19][CH:18]=[CH:17][CH:16]=1.[H-].[Na+]. (2) Given the product [F:1][C:2]1[CH:7]=[CH:6][C:5]([CH:8]([OH:39])[C:9]2[C:13]([CH2:14][NH:15][S:23]([C:26]3[CH:31]=[CH:30][C:29]([C:32]([F:35])([F:34])[F:33])=[CH:28][CH:27]=3)(=[O:24])=[O:25])=[CH:12][N:11]([CH2:36][O:37][CH3:38])[N:10]=2)=[CH:4][CH:3]=1, predict the reactants needed to synthesize it. The reactants are: [F:1][C:2]1[CH:7]=[CH:6][C:5]([CH:8]([OH:39])[C:9]2[C:13]([CH2:14][N:15]([S:23]([C:26]3[CH:31]=[CH:30][C:29]([C:32]([F:35])([F:34])[F:33])=[CH:28][CH:27]=3)(=[O:25])=[O:24])C(=O)OC(C)(C)C)=[CH:12][N:11]([CH2:36][O:37][CH3:38])[N:10]=2)=[CH:4][CH:3]=1.FC(F)(F)C(O)=O. (3) Given the product [Cl:1][C:2]1[C:19]([O:20][CH3:21])=[N:18][C:5]2[CH2:6][CH2:7][NH:8][CH2:9][CH:10]([CH3:11])[C:4]=2[C:3]=1[Cl:22], predict the reactants needed to synthesize it. The reactants are: [Cl:1][C:2]1[C:19]([O:20][CH3:21])=[N:18][C:5]2[CH2:6][CH2:7][N:8](C(=O)C(F)(F)F)[CH2:9][CH:10]([CH3:11])[C:4]=2[C:3]=1[Cl:22].C([O-])([O-])=O.[K+].[K+].CO. (4) Given the product [C:9]([O:13][C:14]([N:16]1[CH2:21][C@H:20]([CH2:22][N:3]2[CH2:7][CH2:6][CH2:5][C:4]2=[O:8])[N:19]([CH2:24][C:25]2[CH:26]=[CH:27][CH:28]=[CH:29][CH:30]=2)[CH2:18][C@H:17]1[CH3:31])=[O:15])([CH3:10])([CH3:11])[CH3:12], predict the reactants needed to synthesize it. The reactants are: [H-].[Na+].[NH:3]1[CH2:7][CH2:6][CH2:5][C:4]1=[O:8].[C:9]([O:13][C:14]([N:16]1[CH2:21][C@H:20]([CH2:22]Cl)[N:19]([CH2:24][C:25]2[CH:30]=[CH:29][CH:28]=[CH:27][CH:26]=2)[CH2:18][C@H:17]1[CH3:31])=[O:15])([CH3:12])([CH3:11])[CH3:10].C(=O)(O)[O-].[Na+]. (5) The reactants are: [F:1][C:2]1[CH:3]=[C:4]([C@H:10]([NH:13][S@](C(C)(C)C)=O)[CH2:11][CH3:12])[CH:5]=[CH:6][C:7]=1[O:8][CH3:9].[ClH:20].CO. Given the product [ClH:20].[F:1][C:2]1[CH:3]=[C:4]([C@H:10]([NH2:13])[CH2:11][CH3:12])[CH:5]=[CH:6][C:7]=1[O:8][CH3:9], predict the reactants needed to synthesize it.